Dataset: Forward reaction prediction with 1.9M reactions from USPTO patents (1976-2016). Task: Predict the product of the given reaction. (1) Given the reactants O=C1C2(CCN(C(OC(C)(C)C)=O)CC2)[C:9]2[C:4](=[CH:5][C:6]([B:23]3[O:27][C:26]([CH3:29])([CH3:28])[C:25]([CH3:31])([CH3:30])[O:24]3)=[CH:7][CH:8]=2)[NH:3]1.BrC1C=C[C:36]2[C:41](C)([CH3:42])[O:40][C:39](=[O:44])NC=2C=1, predict the reaction product. The product is: [CH3:36][C:41]1([CH3:42])[O:40][C:39](=[O:44])[NH:3][C:4]2[CH:5]=[C:6]([B:23]3[O:24][C:25]([CH3:31])([CH3:30])[C:26]([CH3:28])([CH3:29])[O:27]3)[CH:7]=[CH:8][C:9]1=2. (2) Given the reactants Cl[C:2]1[C:3]2[C:4](=[CH:16][N:17](CC3C=CC(OC)=CC=3)[N:18]=2)[N:5]=[C:6]([C:8]2[CH:13]=[CH:12][C:11]([O:14][CH3:15])=[CH:10][CH:9]=2)[N:7]=1.[NH2:28][C:29]1[CH:38]=[C:37]2[C:32]([CH2:33][CH2:34][C:35](=[O:39])[NH:36]2)=[CH:31][CH:30]=1.Cl, predict the reaction product. The product is: [CH3:15][O:14][C:11]1[CH:10]=[CH:9][C:8]([C:6]2[N:7]=[C:2]([NH:28][C:29]3[CH:38]=[C:37]4[C:32]([CH2:33][CH2:34][C:35](=[O:39])[NH:36]4)=[CH:31][CH:30]=3)[C:3]3[NH:18][N:17]=[CH:16][C:4]=3[N:5]=2)=[CH:13][CH:12]=1. (3) Given the reactants [OH-].[K+].[C:3]([O:7][C:8]([N:10]1[CH2:15][CH2:14][CH:13]([O:16][C:17]2[CH:26]=[C:25]([N:27]([CH3:29])[CH3:28])[CH:24]=[CH:23][C:18]=2[C:19]([O:21]C)=[O:20])[CH2:12][CH2:11]1)=[O:9])([CH3:6])([CH3:5])[CH3:4].C(O)C, predict the reaction product. The product is: [C:3]([O:7][C:8]([N:10]1[CH2:15][CH2:14][CH:13]([O:16][C:17]2[CH:26]=[C:25]([N:27]([CH3:29])[CH3:28])[CH:24]=[CH:23][C:18]=2[C:19]([OH:21])=[O:20])[CH2:12][CH2:11]1)=[O:9])([CH3:6])([CH3:5])[CH3:4]. (4) The product is: [Br:14][CH2:12][C:9]1[S:8][C:7]([C:5]2[S:6][C:2]([Cl:1])=[CH:3][CH:4]=2)=[CH:11][CH:10]=1. Given the reactants [Cl:1][C:2]1[S:6][C:5]([C:7]2[S:8][C:9]([CH2:12]O)=[CH:10][CH:11]=2)=[CH:4][CH:3]=1.[Br:14][Si](C)(C)C, predict the reaction product. (5) The product is: [O:35]([CH:15]([C:16]1[CH:17]=[CH:18][CH:19]=[CH:20][CH:21]=1)[CH2:14][CH2:13][CH2:12][NH2:11])[CH2:33][CH2:34][O:29][CH3:27]. Given the reactants C([NH:11][CH2:12][CH2:13][CH2:14][CH2:15][C:16]1[CH:21]=[CH:20][C:19](OCCOC)=[CH:18][CH:17]=1)(OCC1C=CC=CC=1)=O.[C:27](O)(=[O:29])C.[H][H].[CH2:33]([OH:35])[CH3:34], predict the reaction product. (6) Given the reactants [C:1]([NH:14][CH2:15][CH2:16][CH2:17][N:18]([CH3:20])[CH3:19])(=[O:13])[CH2:2][CH2:3][CH2:4][CH2:5][CH2:6][CH2:7][CH2:8][CH2:9][CH2:10][CH2:11][CH3:12].C(OCC)C.[Cl:26][CH2:27][C:28]([O:30][CH2:31]/[CH:32]=[C:33](/[CH2:35][CH2:36][CH:37]=[C:38]([CH3:40])[CH3:39])\[CH3:34])=[O:29].ClCC([O-])=O, predict the reaction product. The product is: [Cl-:26].[CH3:20][N+:18]([CH3:19])([CH2:27][C:28]([O:30][CH2:31]/[CH:32]=[C:33](/[CH2:35][CH2:36][CH:37]=[C:38]([CH3:40])[CH3:39])\[CH3:34])=[O:29])[CH2:17][CH2:16][CH2:15][NH:14][C:1](=[O:13])[CH2:2][CH2:3][CH2:4][CH2:5][CH2:6][CH2:7][CH2:8][CH2:9][CH2:10][CH2:11][CH3:12]. (7) Given the reactants [CH:1]1([C:4]2[N:9]3[N:10]=[CH:11][C:12]([C:13]#[CH:14])=[C:8]3[N:7]=[C:6]([C:15]3[CH:20]=[CH:19][C:18]([Cl:21])=[C:17]([Cl:22])[CH:16]=3)[CH:5]=2)[CH2:3][CH2:2]1.Br[C:24]1[CH:29]=[CH:28][C:27]([S:30]([NH2:33])(=[O:32])=[O:31])=[CH:26][CH:25]=1, predict the reaction product. The product is: [CH:1]1([C:4]2[N:9]3[N:10]=[CH:11][C:12]([C:13]#[C:14][C:24]4[CH:29]=[CH:28][C:27]([S:30]([NH2:33])(=[O:32])=[O:31])=[CH:26][CH:25]=4)=[C:8]3[N:7]=[C:6]([C:15]3[CH:20]=[CH:19][C:18]([Cl:21])=[C:17]([Cl:22])[CH:16]=3)[CH:5]=2)[CH2:3][CH2:2]1. (8) The product is: [Cl:8][C:5]1[N:4]([CH2:21][C:22]2[CH:29]=[CH:28][CH:27]=[CH:26][C:23]=2[C:24]#[N:25])[C:3](=[O:9])[C:2]([F:1])=[CH:7][N:6]=1. Given the reactants [F:1][C:2]1[C:3](=[O:9])[NH:4][C:5]([Cl:8])=[N:6][CH:7]=1.[I-].[Na+].CN(C)C(N(C)C)=N.Br[CH2:21][C:22]1[CH:29]=[CH:28][CH:27]=[CH:26][C:23]=1[C:24]#[N:25], predict the reaction product.